Dataset: CYP3A4 substrate classification data from Carbon-Mangels et al.. Task: Regression/Classification. Given a drug SMILES string, predict its absorption, distribution, metabolism, or excretion properties. Task type varies by dataset: regression for continuous measurements (e.g., permeability, clearance, half-life) or binary classification for categorical outcomes (e.g., BBB penetration, CYP inhibition). Dataset: cyp3a4_substrate_carbonmangels. (1) The molecule is CC(C)c1nc(COC(N)=O)n(Cc2ccncc2)c1Sc1cc(Cl)cc(Cl)c1. The result is 0 (non-substrate). (2) The drug is O=C1CN=C(c2ccccc2)c2cc(Cl)ccc2N1. The result is 1 (substrate). (3) The compound is O=C(O)c1cc(/N=N\c2ccc(S(=O)(=O)Nc3ccccn3)cc2)ccc1O. The result is 0 (non-substrate). (4) The molecule is C[C@@H](C(=O)O)c1cccc(C(=O)c2ccccc2)c1. The result is 0 (non-substrate). (5) The molecule is C[C@@](Cc1ccccc1)(NC(=O)CN)c1ccccc1. The result is 0 (non-substrate). (6) The molecule is CC(C)C1CCC(C(=O)N[C@H](Cc2ccccc2)C(=O)O)CC1. The result is 1 (substrate). (7) The drug is C[C@H](C(=O)O)c1cccc(C(=O)c2cccs2)c1. The result is 0 (non-substrate). (8) The molecule is CC[C@H]1OC(=O)[C@H](C)[C@@H](O[C@H]2C[C@@](C)(OC)[C@@H](O)[C@H](C)O2)[C@H](C)[C@@H](O[C@@H]2O[C@H](C)C[C@H](N(C)C)[C@H]2O)[C@](C)(O)C[C@](C)(F)C(=O)[C@H](C)[C@@H](O)[C@]1(C)O. The result is 0 (non-substrate).